This data is from Full USPTO retrosynthesis dataset with 1.9M reactions from patents (1976-2016). The task is: Predict the reactants needed to synthesize the given product. (1) The reactants are: [CH2:1]([O:8][C:9]1[CH:14]=[CH:13][C:12]([S:15]([NH:18][C@@H:19]2[CH2:24][CH2:23][O:22][CH2:21][C@:20]2([CH3:28])[C:25](O)=[O:26])(=[O:17])=[O:16])=[CH:11][CH:10]=1)[C:2]1[CH:7]=[CH:6][CH:5]=[CH:4][CH:3]=1.CN([P+](ON1N=NC2C=CC=CC1=2)(N(C)C)N(C)C)C.F[P-](F)(F)(F)(F)F.C(N(CC)C(C)C)(C)C.Cl.[C:66]([O:70][NH2:71])([CH3:69])([CH3:68])[CH3:67]. Given the product [CH2:1]([O:8][C:9]1[CH:10]=[CH:11][C:12]([S:15]([NH:18][C@@H:19]2[CH2:24][CH2:23][O:22][CH2:21][C@:20]2([CH3:28])[C:25]([NH:71][O:70][C:66]([CH3:69])([CH3:68])[CH3:67])=[O:26])(=[O:17])=[O:16])=[CH:13][CH:14]=1)[C:2]1[CH:3]=[CH:4][CH:5]=[CH:6][CH:7]=1, predict the reactants needed to synthesize it. (2) Given the product [S:1]1[C:5]2[CH:6]=[CH:7][CH:8]=[CH:9][C:4]=2[N:3]=[C:2]1[C:10]1[CH:15]=[CH:14][C:13]([NH:16][C:18]2[CH:23]=[CH:22][N:21]=[CH:20][CH:19]=2)=[CH:12][CH:11]=1, predict the reactants needed to synthesize it. The reactants are: [S:1]1[C:5]2[CH:6]=[CH:7][CH:8]=[CH:9][C:4]=2[N:3]=[C:2]1[C:10]1[CH:15]=[CH:14][C:13]([NH2:16])=[CH:12][CH:11]=1.Cl[C:18]1[CH:23]=[CH:22][N:21]=[C:20](C(O)=O)[CH:19]=1.N1C=CC=CC=1C(O)=O. (3) Given the product [CH2:1]([C:5]1[N:6]=[C:7]([CH2:27][CH2:28][O:29][CH3:30])[N:8]([C:38]2[CH:37]=[CH:36][C:35]3[O:31][CH2:32][CH2:33][C:34]=3[CH:39]=2)[C:9](=[O:26])[C:10]=1[CH2:11][C:12]1[CH:17]=[CH:16][C:15]([C:18]2[C:19]([C:24]#[N:25])=[CH:20][CH:21]=[CH:22][CH:23]=2)=[CH:14][CH:13]=1)[CH2:2][CH2:3][CH3:4], predict the reactants needed to synthesize it. The reactants are: [CH2:1]([C:5]1[N:6]=[C:7]([CH2:27][CH2:28][O:29][CH3:30])[NH:8][C:9](=[O:26])[C:10]=1[CH2:11][C:12]1[CH:17]=[CH:16][C:15]([C:18]2[C:19]([C:24]#[N:25])=[CH:20][CH:21]=[CH:22][CH:23]=2)=[CH:14][CH:13]=1)[CH2:2][CH2:3][CH3:4].[O:31]1[C:35]2[CH:36]=[CH:37][C:38](B(O)O)=[CH:39][C:34]=2[CH2:33][CH2:32]1.N1C=CC=CC=1.C(N(CC)CC)C. (4) Given the product [Cl:1][C:2]1[CH:7]=[CH:6][CH:5]=[CH:4][C:3]=1[C:8]1[C:14]2[CH:15]=[C:16]([C:21]#[N:22])[C:17]([O:19][CH3:20])=[CH:18][C:13]=2[N:12]=[C:11]2[NH:33][NH:28][C:26]([CH3:27])=[C:10]2[N:9]=1, predict the reactants needed to synthesize it. The reactants are: [Cl:1][C:2]1[CH:7]=[CH:6][CH:5]=[CH:4][C:3]=1[C:8]1[C:14]2[CH:15]=[C:16]([C:21]#[N:22])[C:17]([O:19][CH3:20])=[CH:18][C:13]=2[NH:12][C:11](=S)[CH2:10][N:9]=1.CO[C:26](OC)([N:28](C)C)[CH3:27].[NH2:33]N. (5) Given the product [CH3:11][P:12]([C:2]1[N:3]=[C:4]([O:8][CH3:9])[C:5]([NH2:24])=[N:6][CH:7]=1)([CH3:13])=[O:14], predict the reactants needed to synthesize it. The reactants are: Br[C:2]1[CH:7]=[N:6][CH2:5][C:4](N)([O:8][CH3:9])[N:3]=1.[CH3:11][PH:12](=[O:14])[CH3:13].P([O-])([O-])([O-])=O.[K+].[K+].[K+].C[N:24](C=O)C.